From a dataset of Catalyst prediction with 721,799 reactions and 888 catalyst types from USPTO. Predict which catalyst facilitates the given reaction. (1) Reactant: [CH2:1]([O:3][C:4]([C:6]1[CH:15](C2C=CC=CC=2Cl)[C:14]2[C:13](=[O:23])[CH2:12][C:11]([CH3:25])([CH3:24])[CH2:10][C:9]=2[NH:8][C:7]=1[CH2:26][O:27][CH2:28][CH2:29][N:30]=[N+]=[N-])=[O:5])[CH3:2].[Sn](Cl)Cl.C([O-])(O)=O.[Na+].[CH2:41]([Cl:43])Cl.CO. Product: [CH2:1]([O:3][C:4]([C:6]1[CH2:15][C:14]2[C:13](=[O:23])[CH2:12][C:11]([CH3:25])([CH3:24])[CH2:10][C:9]=2[N:8]([C:14]2[CH:15]=[CH:6][CH:7]=[CH:26][C:41]=2[Cl:43])[C:7]=1[CH2:26][O:27][CH2:28][CH2:29][NH2:30])=[O:5])[CH3:2]. The catalyst class is: 232. (2) The catalyst class is: 11. Product: [CH2:6]([N:13]1[CH2:14][CH:15]=[C:16]([N:1]2[CH2:5][CH2:4][CH2:3][CH2:2]2)[CH2:17][CH2:18]1)[C:7]1[CH:12]=[CH:11][CH:10]=[CH:9][CH:8]=1. Reactant: [NH:1]1[CH2:5][CH2:4][CH2:3][CH2:2]1.[CH2:6]([N:13]1[CH2:18][CH2:17][C:16](=O)[CH2:15][CH2:14]1)[C:7]1[CH:12]=[CH:11][CH:10]=[CH:9][CH:8]=1. (3) Reactant: O[C@@H]1C2C=CN3C(C)=C(C)N=C3C=2N[C@H](C2C=CC=CC=2)[C@H]1O.[OH:24][C@H:25]1[C@@H:34]([O:35][CH2:36][CH2:37][O:38]CCOC)[C:33]2[CH:32]=[CH:31][N:30]3[C:43]([CH3:47])=[C:44]([CH3:46])[N:45]=[C:29]3[C:28]=2[NH:27][C@@H:26]1[C:48]1[CH:53]=[CH:52][CH:51]=[CH:50][CH:49]=1.S(=O)(=O)(O)O.[OH-].[Na+]. Product: [CH3:46][C:44]1[N:45]=[C:29]2[C:28]3[NH:27][C@H:26]([C:48]4[CH:53]=[CH:52][CH:51]=[CH:50][CH:49]=4)[C@@H:25]([OH:24])[C@H:34]([O:35][CH2:36][CH2:37][OH:38])[C:33]=3[CH:32]=[CH:31][N:30]2[C:43]=1[CH3:47]. The catalyst class is: 141. (4) Reactant: N1C=CC=CC=1.[C:7]([O:11][C:12]([N:14]1[CH2:18][CH:17]=[CH:16][C@H:15]1[CH2:19][OH:20])=[O:13])([CH3:10])([CH3:9])[CH3:8].[CH3:21][S:22](Cl)(=[O:24])=[O:23]. Product: [C:7]([O:11][C:12]([N:14]1[CH2:18][CH:17]=[CH:16][C@H:15]1[CH2:19][O:20][S:22]([CH3:21])(=[O:24])=[O:23])=[O:13])([CH3:10])([CH3:9])[CH3:8]. The catalyst class is: 4. (5) Reactant: FC(F)(F)C1C=C(C(Cl)=O)C=CC=1.[CH3:14][O:15][C:16]1[CH:17]=[C:18]2[C:23](=[CH:24][C:25]=1[O:26][CH3:27])[N:22]=[CH:21][N:20]=[C:19]2[O:28][C:29]1[CH:35]=[CH:34][C:32]([NH2:33])=[CH:31][CH:30]=1.[F:36][C:37]([F:50])([F:49])[C:38]1[CH:39]=[C:40]([C:44]([N:46]=[C:47]=[S:48])=[O:45])[CH:41]=[CH:42][CH:43]=1. Product: [F:49][C:37]([F:36])([F:50])[C:38]1[CH:39]=[C:40]([C:44]([N:46]=[C:47]=[S:48])=[O:45])[CH:41]=[CH:42][CH:43]=1.[CH3:14][O:15][C:16]1[CH:17]=[C:18]2[C:23](=[CH:24][C:25]=1[O:26][CH3:27])[N:22]=[CH:21][N:20]=[C:19]2[O:28][C:29]1[CH:35]=[CH:34][C:32]([NH:33][C:47]([NH:46][C:44](=[O:45])[C:40]2[CH:41]=[CH:42][CH:43]=[C:38]([C:37]([F:36])([F:50])[F:49])[CH:39]=2)=[S:48])=[CH:31][CH:30]=1. The catalyst class is: 234. (6) The catalyst class is: 8. Reactant: [NH2:1][C:2]1[CH:3]=[C:4]([NH:8][C:9](=[O:18])[O:10][CH2:11][C:12]2[CH:17]=[CH:16][CH:15]=[CH:14][CH:13]=2)[CH:5]=[CH:6][CH:7]=1. Product: [CH:11]([C:12]1[CH:13]=[N:1][C:2]2[C:7]([CH:17]=1)=[CH:6][CH:5]=[C:4]([NH:8][C:9](=[O:18])[O:10][CH2:11][C:12]1[CH:13]=[CH:14][CH:15]=[CH:16][CH:17]=1)[CH:3]=2)=[O:10].